Dataset: Reaction yield outcomes from USPTO patents with 853,638 reactions. Task: Predict the reaction yield, written as a fraction of the theoretical maximum amount of product (1.0 means a 100% yield; for example, 0.34 means a 34% yield). (1) The reactants are [C:1]([C:3]1[C:11]2[C:6](=[CH:7][CH:8]=[CH:9][CH:10]=2)[NH:5][CH:4]=1)#[N:2].[C:12](OC)(=[O:20])[C:13]1[C:14](=[CH:16][CH:17]=[CH:18][CH:19]=1)[SH:15].C(N(CC)CC)C. The yield is 0.200. The catalyst is C1(C)C=CC=CC=1. The product is [NH:5]1[C:6]2[C:11](=[CH:10][CH:9]=[CH:8][CH:7]=2)[C:3]([C:1]2[S:15][C:14]3[CH:16]=[CH:17][CH:18]=[CH:19][C:13]=3[C:12](=[O:20])[N:2]=2)=[CH:4]1. (2) The reactants are [Cl:1][C:2]1[N:7]=[C:6]([NH:8][C:9]2[CH:10]=[C:11]([CH2:15][CH2:16][C:17]3[CH:18]=[C:19]([NH:23]C(=O)OC(C)(C)C)[CH:20]=[N:21][CH:22]=3)[CH:12]=[CH:13][CH:14]=2)[C:5]([F:31])=[CH:4][N:3]=1.CO.[ClH:34]. The catalyst is O1CCOCC1. The product is [ClH:1].[ClH:34].[NH2:23][C:19]1[CH:18]=[C:17]([CH2:16][CH2:15][C:11]2[CH:10]=[C:9]([NH:8][C:6]3[C:5]([F:31])=[CH:4][N:3]=[C:2]([Cl:1])[N:7]=3)[CH:14]=[CH:13][CH:12]=2)[CH:22]=[N:21][CH:20]=1. The yield is 0.970. (3) The reactants are [CH2:1]([N:8]1[CH2:12][C@H:11]([C:13]2[CH:18]=[CH:17][CH:16]=[CH:15][CH:14]=2)[C@@H:10]([C:19](O)=[O:20])[CH2:9]1)[C:2]1[CH:7]=[CH:6][CH:5]=[CH:4][CH:3]=1.[H-].COCCO[Al+]OCCOC.[Na+].[H-].[OH-].[Na+]. The catalyst is C1(C)C=CC=CC=1. The product is [CH2:1]([N:8]1[CH2:12][C@H:11]([C:13]2[CH:18]=[CH:17][CH:16]=[CH:15][CH:14]=2)[C@@H:10]([CH2:19][OH:20])[CH2:9]1)[C:2]1[CH:3]=[CH:4][CH:5]=[CH:6][CH:7]=1. The yield is 0.939. (4) The reactants are [N:1]([C@H:4]1[CH2:9][CH2:8][C@@H:7]([CH:10]([C:17]2[CH:22]=[CH:21][CH:20]=[CH:19][CH:18]=2)[C:11]2[CH:16]=[CH:15][CH:14]=[CH:13][CH:12]=2)[O:6][CH2:5]1)=[N+]=[N-]. The catalyst is CO.[Pd]. The product is [CH:10]([C@H:7]1[O:6][CH2:5][C@@H:4]([NH2:1])[CH2:9][CH2:8]1)([C:17]1[CH:22]=[CH:21][CH:20]=[CH:19][CH:18]=1)[C:11]1[CH:12]=[CH:13][CH:14]=[CH:15][CH:16]=1. The yield is 0.780. (5) The reactants are [CH:1]1[C:13]2[CH:12]([CH2:14][O:15][C:16]([N:18]3[CH2:23][C:22]4([CH2:28][CH2:27][N:26](CC5C=CC=CC=5)[CH2:25][CH2:24]4)[O:21][CH2:20][CH2:19]3)=[O:17])[C:11]3[C:6](=[CH:7][CH:8]=[CH:9][CH:10]=3)[C:5]=2[CH:4]=[CH:3][CH:2]=1. The catalyst is C(O)C. The product is [CH:10]1[C:11]2[CH:12]([CH2:14][O:15][C:16]([N:18]3[CH2:23][C:22]4([CH2:28][CH2:27][NH:26][CH2:25][CH2:24]4)[O:21][CH2:20][CH2:19]3)=[O:17])[C:13]3[C:5](=[CH:4][CH:3]=[CH:2][CH:1]=3)[C:6]=2[CH:7]=[CH:8][CH:9]=1. The yield is 0.610. (6) The reactants are [C:1]([O:5][C:6](=[O:19])[NH:7][C:8]1[CH:13]=[CH:12][C:11]([CH:14]([CH2:17][NH2:18])[CH2:15][NH2:16])=[CH:10][CH:9]=1)([CH3:4])([CH3:3])[CH3:2].[S:20](N)(N)(=[O:22])=[O:21]. The catalyst is N1C=CC=CC=1. The product is [C:1]([O:5][C:6](=[O:19])[NH:7][C:8]1[CH:13]=[CH:12][C:11]([CH:14]2[CH2:15][NH:16][S:20](=[O:22])(=[O:21])[NH:18][CH2:17]2)=[CH:10][CH:9]=1)([CH3:4])([CH3:2])[CH3:3]. The yield is 0.640.